From a dataset of Forward reaction prediction with 1.9M reactions from USPTO patents (1976-2016). Predict the product of the given reaction. (1) Given the reactants I[CH:2]1[CH2:6][CH2:5][O:4][C:3]1=[O:7].[CH2:8]([OH:12])[CH2:9][CH:10]=[CH2:11].C(B(CC)CC)C.CCO.C([O-])(O)=O.[Na+].[PH2](O)=O.N(C(C)(C)C#N)=NC(C)(C)C#N.Cl, predict the reaction product. The product is: [OH:12][CH2:8][CH2:9][CH2:10][CH2:11][CH:2]1[CH2:6][CH2:5][O:4][C:3]1=[O:7]. (2) Given the reactants Cl[C:2]1[N:7]=[C:6]([NH:8][CH:9]2[CH:13]3[O:14][CH2:15][CH:16]([O:17][CH2:18][CH2:19][OH:20])[CH:12]3[O:11][CH2:10]2)[C:5]([Cl:21])=[CH:4][N:3]=1.Cl.[CH3:23][N:24]1[CH:28]=[C:27]([NH2:29])[CH:26]=[N:25]1.CCN(C(C)C)C(C)C, predict the reaction product. The product is: [Cl:21][C:5]1[C:6]([NH:8][CH:9]2[CH:13]3[O:14][CH2:15][CH:16]([O:17][CH2:18][CH2:19][OH:20])[CH:12]3[O:11][CH2:10]2)=[N:7][C:2]([NH:29][C:27]2[CH:26]=[N:25][N:24]([CH3:23])[CH:28]=2)=[N:3][CH:4]=1. (3) Given the reactants [O:1]1[C:5]2[CH:6]=[CH:7][CH:8]=[CH:9][C:4]=2[CH:3]=[C:2]1[C:10]1[N:14]2[N:15]=[C:16](Cl)[CH:17]=[CH:18][C:13]2=[N:12][CH:11]=1.C(N(C(C)C)CC)(C)C.[NH2:29][C@H:30]1[CH2:35][CH2:34][C@H:33]([OH:36])[CH2:32][CH2:31]1, predict the reaction product. The product is: [O:1]1[C:5]2[CH:6]=[CH:7][CH:8]=[CH:9][C:4]=2[CH:3]=[C:2]1[C:10]1[N:14]2[N:15]=[C:16]([NH:29][C@H:30]3[CH2:35][CH2:34][C@H:33]([OH:36])[CH2:32][CH2:31]3)[CH:17]=[CH:18][C:13]2=[N:12][CH:11]=1.